This data is from Catalyst prediction with 721,799 reactions and 888 catalyst types from USPTO. The task is: Predict which catalyst facilitates the given reaction. (1) Reactant: [NH2:1][C:2]1[C:7]([O:8][CH2:9][CH:10]2[CH2:15][CH2:14][N:13]([C:16]3[N:21]=[C:20]([Cl:22])[N:19]=[C:18]([C:23]([O:25]C)=O)[CH:17]=3)[CH2:12][CH2:11]2)=[CH:6][C:5]([C:27]2[N:28]=[N:29][N:30]([CH3:33])[C:31]=2[CH3:32])=[CH:4][N:3]=1.Cl.[CH2:35]([NH2:37])[CH3:36]. The catalyst class is: 14. Product: [NH2:1][C:2]1[C:7]([O:8][CH2:9][CH:10]2[CH2:11][CH2:12][N:13]([C:16]3[N:21]=[C:20]([Cl:22])[N:19]=[C:18]([C:23]([NH:37][CH2:35][CH3:36])=[O:25])[CH:17]=3)[CH2:14][CH2:15]2)=[CH:6][C:5]([C:27]2[N:28]=[N:29][N:30]([CH3:33])[C:31]=2[CH3:32])=[CH:4][N:3]=1. (2) Reactant: [H-].[Na+].[CH2:3]([OH:7])[C:4]#[C:5][CH3:6].Cl[C:9]1[CH:14]=[C:13]([CH2:15][C:16]2[CH:21]=[CH:20][CH:19]=[CH:18][C:17]=2[Br:22])[N:12]=[CH:11][N:10]=1.[Cl-].[NH4+]. Product: [CH2:3]([O:7][C:9]1[CH:14]=[C:13]([CH2:15][C:16]2[CH:21]=[CH:20][CH:19]=[CH:18][C:17]=2[Br:22])[N:12]=[CH:11][N:10]=1)[C:4]#[C:5][CH3:6]. The catalyst class is: 7. (3) Reactant: [CH:1]1([NH:4][CH2:5][CH2:6][CH2:7][NH:8][C:9]2[CH:14]=[CH:13][C:12]([S:15]([NH2:18])(=[O:17])=[O:16])=[CH:11][C:10]=2[N+:19]([O-:21])=[O:20])[CH2:3][CH2:2]1.[C:22]1(=O)[CH2:25][CH2:24][CH2:23]1.C(O[BH-](OC(=O)C)OC(=O)C)(=O)C.[Na+]. Product: [CH:22]1([N:4]([CH:1]2[CH2:3][CH2:2]2)[CH2:5][CH2:6][CH2:7][NH:8][C:9]2[CH:14]=[CH:13][C:12]([S:15]([NH2:18])(=[O:16])=[O:17])=[CH:11][C:10]=2[N+:19]([O-:21])=[O:20])[CH2:25][CH2:24][CH2:23]1. The catalyst class is: 4. (4) Reactant: [N+:1]([C:4]1[CH:9]=[CH:8][CH:7]=[C:6]([N+:10]([O-:12])=[O:11])[CH:5]=1)([O-:3])=[O:2].[Br:13]N1C(C)(C)C(=O)N(Br)C1=O. Product: [Br:13][C:8]1[CH:9]=[C:4]([N+:1]([O-:3])=[O:2])[CH:5]=[C:6]([N+:10]([O-:12])=[O:11])[CH:7]=1. The catalyst class is: 65. (5) Reactant: CC1(C)[O:6][C:5](=[CH:7][C:8]([N:10]([O:19][CH3:20])[CH2:11][C:12]2[CH:17]=[CH:16][C:15]([CH3:18])=[CH:14][CH:13]=2)=[O:9])[C:4](=[O:21])O1.[CH2:23]=O.[NH2:25][CH2:26][CH2:27][N:28]1[CH2:33][CH2:32][O:31][CH2:30][CH2:29]1. Product: [CH3:20][O:19][N:10]([CH2:11][C:12]1[CH:13]=[CH:14][C:15]([CH3:18])=[CH:16][CH:17]=1)[C:8]([C:7]1[CH2:23][N:25]([CH2:26][CH2:27][N:28]2[CH2:33][CH2:32][O:31][CH2:30][CH2:29]2)[C:4](=[O:21])[C:5]=1[OH:6])=[O:9]. The catalyst class is: 5. (6) Reactant: [CH3:1][C:2]1[C:6]([S:7]([NH2:10])(=[O:9])=[O:8])=[C:5]([CH3:11])[O:4][N:3]=1.[CH2:12]([O:19][C:20]1[CH:25]=[CH:24][CH:23]=[CH:22][C:21]=1[C:26]1[N:27]([C:32]2[CH:33]=[C:34]([CH:38]=[CH:39][CH:40]=2)[C:35](O)=[O:36])[C:28]([CH3:31])=[CH:29][CH:30]=1)[C:13]1[CH:18]=[CH:17][CH:16]=[CH:15][CH:14]=1.C(C1NC=CN=1)(C1NC=CN=1)=O.C(N(C(C)C)CC)(C)C. Product: [CH2:12]([O:19][C:20]1[CH:25]=[CH:24][CH:23]=[CH:22][C:21]=1[C:26]1[N:27]([C:32]2[CH:33]=[C:34]([CH:38]=[CH:39][CH:40]=2)[C:35]([NH:10][S:7]([C:6]2[C:2]([CH3:1])=[N:3][O:4][C:5]=2[CH3:11])(=[O:9])=[O:8])=[O:36])[C:28]([CH3:31])=[CH:29][CH:30]=1)[C:13]1[CH:14]=[CH:15][CH:16]=[CH:17][CH:18]=1. The catalyst class is: 49. (7) Reactant: [F:1][C:2]1[CH:7]=[CH:6][C:5]([CH2:8][C:9]([OH:11])=[O:10])=[CH:4][CH:3]=1.[CH3:12][O:13][C:14]1[CH:15]=[C:16]([CH:19]=[C:20]([O:22][CH3:23])[CH:21]=1)[CH:17]=O.CC(OC(C)=O)=O.C(N(CC)CC)C. Product: [CH3:23][O:22][C:20]1[CH:19]=[C:16](/[CH:17]=[C:8](/[C:5]2[CH:4]=[CH:3][C:2]([F:1])=[CH:7][CH:6]=2)\[C:9]([OH:11])=[O:10])[CH:15]=[C:14]([O:13][CH3:12])[CH:21]=1. The catalyst class is: 195. (8) Reactant: [ClH:1].C([N:9]1[CH2:13][CH2:12][C@H:11]([N:14]([CH2:16][CH2:17][O:18][Si](C(C)(C)C)(C)C)[CH3:15])[CH2:10]1)C1C=CC=CC=1. Product: [ClH:1].[ClH:1].[OH:18][CH2:17][CH2:16][N:14]([CH3:15])[C@H:11]1[CH2:12][CH2:13][NH:9][CH2:10]1. The catalyst class is: 349. (9) Reactant: [C:1](Cl)(=[O:4])[O:2][CH3:3].[NH2:6][C@H:7]1[CH2:12][CH2:11][C@H:10]([NH:13][C:14]2[CH:15]=[C:16]([N:33]([CH:43]3[CH2:45][CH2:44]3)CC3C=CC(OC)=CC=3)[C:17]3[N:18]([C:20]([C:23]([NH:25][C:26]4[CH:31]=[CH:30][N:29]=[CH:28][C:27]=4[F:32])=[O:24])=[CH:21][N:22]=3)[N:19]=2)[CH2:9][CH2:8]1.CCN(C(C)C)C(C)C.C(O)(C(F)(F)F)=O. Product: [CH:43]1([NH:33][C:16]2[C:17]3[N:18]([C:20]([C:23](=[O:24])[NH:25][C:26]4[CH:31]=[CH:30][N:29]=[CH:28][C:27]=4[F:32])=[CH:21][N:22]=3)[N:19]=[C:14]([NH:13][C@H:10]3[CH2:11][CH2:12][C@H:7]([NH:6][C:1](=[O:4])[O:2][CH3:3])[CH2:8][CH2:9]3)[CH:15]=2)[CH2:44][CH2:45]1. The catalyst class is: 2.